This data is from Peptide-MHC class I binding affinity with 185,985 pairs from IEDB/IMGT. The task is: Regression. Given a peptide amino acid sequence and an MHC pseudo amino acid sequence, predict their binding affinity value. This is MHC class I binding data. (1) The peptide sequence is LLRDNRAAL. The MHC is HLA-B40:01 with pseudo-sequence HLA-B40:01. The binding affinity (normalized) is 0.0847. (2) The binding affinity (normalized) is 0.353. The peptide sequence is SALMTLDDL. The MHC is HLA-A02:01 with pseudo-sequence HLA-A02:01. (3) The peptide sequence is YPYQLMLSL. The MHC is HLA-B83:01 with pseudo-sequence HLA-B83:01. The binding affinity (normalized) is 0.534.